From a dataset of Full USPTO retrosynthesis dataset with 1.9M reactions from patents (1976-2016). Predict the reactants needed to synthesize the given product. (1) Given the product [F:19][C:20]1[CH:21]=[C:22]([C:26]#[C:27][C:2]2[CH:3]=[N:4][C:5]3[N:6]([N:8]=[C:9]([C:11]([N:13]4[CH2:18][CH2:17][CH2:16][CH2:15][CH2:14]4)=[O:12])[N:10]=3)[CH:7]=2)[CH:23]=[CH:24][CH:25]=1, predict the reactants needed to synthesize it. The reactants are: Br[C:2]1[CH:3]=[N:4][C:5]2[N:6]([N:8]=[C:9]([C:11]([N:13]3[CH2:18][CH2:17][CH2:16][CH2:15][CH2:14]3)=[O:12])[N:10]=2)[CH:7]=1.[F:19][C:20]1[CH:21]=[C:22]([C:26]#[CH:27])[CH:23]=[CH:24][CH:25]=1. (2) Given the product [CH2:3]([N:10]1[C:3]([NH2:10])=[CH:4][C:5]([CH3:6])=[N:11]1)[C:4]1[CH:9]=[CH:8][CH:7]=[CH:6][CH:5]=1, predict the reactants needed to synthesize it. The reactants are: Cl.Cl.[CH2:3]([NH:10][NH2:11])[C:4]1[CH:9]=[CH:8][CH:7]=[CH:6][CH:5]=1.NN. (3) Given the product [N:1]1[CH:6]=[CH:5][CH:4]=[CH:3][C:2]=1[C:7]1[CH:14]=[CH:13][C:10](/[CH:11]=[N:17]/[NH:16][C:15]([O:19][C:20]([CH3:23])([CH3:22])[CH3:21])=[O:18])=[CH:9][CH:8]=1, predict the reactants needed to synthesize it. The reactants are: [N:1]1[CH:6]=[CH:5][CH:4]=[CH:3][C:2]=1[C:7]1[CH:14]=[CH:13][C:10]([CH:11]=O)=[CH:9][CH:8]=1.[C:15]([O:19][C:20]([CH3:23])([CH3:22])[CH3:21])(=[O:18])[NH:16][NH2:17].O. (4) Given the product [Cl:3][C:4]1[CH:12]=[C:11]2[C:7]([C:8]([CH2:13][CH:14]([CH3:16])[CH3:15])=[CH:9][N:10]2[CH2:18][C:19]2[S:20][CH:21]=[C:22]([C:24]([O:26][CH2:27][CH3:28])=[O:25])[N:23]=2)=[CH:6][CH:5]=1, predict the reactants needed to synthesize it. The reactants are: [H-].[Na+].[Cl:3][C:4]1[CH:12]=[C:11]2[C:7]([C:8]([CH2:13][CH:14]([CH3:16])[CH3:15])=[CH:9][NH:10]2)=[CH:6][CH:5]=1.Br[CH2:18][C:19]1[S:20][CH:21]=[C:22]([C:24]([O:26][CH2:27][CH3:28])=[O:25])[N:23]=1. (5) Given the product [CH2:11]([O:14][C:2]1[C:3]([C:9]#[N:10])=[N:4][C:5]([F:8])=[CH:6][N:7]=1)[CH:12]=[CH2:13], predict the reactants needed to synthesize it. The reactants are: F[C:2]1[C:3]([C:9]#[N:10])=[N:4][C:5]([F:8])=[CH:6][N:7]=1.[CH2:11]([OH:14])[CH:12]=[CH2:13].C(N(CC)CC)C.C1(C)C=CC=CC=1. (6) Given the product [CH3:10][O:9][C:4]1[CH:5]=[C:6]([CH3:8])[C:7]([S:12]([Cl:11])(=[O:14])=[O:13])=[C:2]([CH3:1])[CH:3]=1, predict the reactants needed to synthesize it. The reactants are: [CH3:1][C:2]1[CH:3]=[C:4]([O:9][CH3:10])[CH:5]=[C:6]([CH3:8])[CH:7]=1.[Cl:11][S:12](O)(=[O:14])=[O:13].